This data is from Full USPTO retrosynthesis dataset with 1.9M reactions from patents (1976-2016). The task is: Predict the reactants needed to synthesize the given product. (1) Given the product [NH2:10][C:8]1[S:9][C:5]2[CH:4]=[C:3]([OH:2])[CH:12]=[CH:11][C:6]=2[N:7]=1, predict the reactants needed to synthesize it. The reactants are: C[O:2][C:3]1[CH:12]=[CH:11][C:6]2[N:7]=[C:8]([NH2:10])[S:9][C:5]=2[CH:4]=1.Br(O)(=O)=O.C(=O)([O-])[O-].[Na+].[Na+]. (2) Given the product [N:1]1[CH:6]=[CH:5][CH:4]=[C:3]([C:7]2[CH:27]=[CH:26][C:25]([O:28][CH2:4][CH2:3][CH2:2][NH2:1])=[CH:9][CH:8]=2)[CH:2]=1, predict the reactants needed to synthesize it. The reactants are: [N:1]1[CH:6]=[CH:5][CH:4]=[C:3]([C:7]2[CH:8]=[C:9]([CH:25]=[CH:26][CH:27]=2)OCCCN2C(=O)C3C(=CC=CC=3)C2=O)[CH:2]=1.[OH2:28].NN. (3) Given the product [Cl:8][C:5]1[N:6]=[CH:7][C:2]([C@H:21]([NH:20][C@@H:19]([CH2:42][CH:43]([CH3:45])[CH3:44])[CH2:18][OH:46])[C:22]([F:24])([F:23])[F:25])=[CH:3][CH:4]=1, predict the reactants needed to synthesize it. The reactants are: Br[C:2]1[CH:3]=[CH:4][C:5]([Cl:8])=[N:6][CH:7]=1.C([Li])CCC.C(CN[C:18](=[O:46])[C@H:19]([CH2:42][CH:43]([CH3:45])[CH3:44])[NH:20][C@@H:21](C1C=CC(C2C=CC(S(C)(=O)=O)=CC=2)=CC=1)[C:22]([F:25])([F:24])[F:23])#N.[NH4+].[Cl-]. (4) Given the product [CH3:1][N:2]1[CH2:3][CH2:4][N:5]([CH:8]2[C:17]3[CH:16]=[C:15]([CH:18]4[CH2:23][CH2:22][N:21]([C:61]([C:60]5[CH:59]=[CH:58][C:57]([C:56]([F:55])([F:66])[F:67])=[CH:65][CH:64]=5)=[O:62])[CH2:20][CH2:19]4)[CH:14]=[CH:13][C:12]=3[CH2:11][CH2:10][CH2:9]2)[CH2:6][CH2:7]1, predict the reactants needed to synthesize it. The reactants are: [CH3:1][N:2]1[CH2:7][CH2:6][N:5]([CH:8]2[C:17]3[C:12](=[CH:13][CH:14]=[C:15]([CH:18]4[CH2:23][CH2:22][NH:21][CH2:20][CH2:19]4)[CH:16]=3)[CH2:11][CH2:10][CH2:9]2)[CH2:4][CH2:3]1.CN(C(ON1N=NC2C=CC=CC1=2)=[N+](C)C)C.F[P-](F)(F)(F)(F)F.C(N(CC)CC)C.[F:55][C:56]([F:67])([F:66])[C:57]1[CH:65]=[CH:64][C:60]([C:61](O)=[O:62])=[CH:59][CH:58]=1. (5) Given the product [C:47]([C:44]1[CH:45]=[CH:46][N:42]([CH2:2][CH2:3][CH2:4][O:5][C:6]2[CH:40]=[CH:39][C:9]([CH2:10][CH2:11][C:12]3[CH:17]=[CH:16][C:15]([F:18])=[CH:14][C:13]=3[C:19]3[N:24]=[C:23]([N:25]4[C:29]([C:30]([F:33])([F:32])[F:31])=[C:28]([C:34]([O:36][CH2:37][CH3:38])=[O:35])[CH:27]=[N:26]4)[CH:22]=[CH:21][CH:20]=3)=[C:8]([CH3:41])[CH:7]=2)[N:43]=1)#[N:48], predict the reactants needed to synthesize it. The reactants are: Br[CH2:2][CH2:3][CH2:4][O:5][C:6]1[CH:40]=[CH:39][C:9]([CH2:10][CH2:11][C:12]2[CH:17]=[CH:16][C:15]([F:18])=[CH:14][C:13]=2[C:19]2[N:24]=[C:23]([N:25]3[C:29]([C:30]([F:33])([F:32])[F:31])=[C:28]([C:34]([O:36][CH2:37][CH3:38])=[O:35])[CH:27]=[N:26]3)[CH:22]=[CH:21][CH:20]=2)=[C:8]([CH3:41])[CH:7]=1.[NH:42]1[CH:46]=[CH:45][C:44]([C:47]#[N:48])=[N:43]1.C(=O)([O-])[O-].[Cs+].[Cs+]. (6) Given the product [CH3:1][O:2][C:3]1[CH:35]=[C:34]([O:36][CH3:37])[CH:33]=[CH:32][C:4]=1[CH2:5][N:6]([C:14]1[CH:19]=[CH:18][C:17]([NH2:20])=[C:16]([NH:23][C@@H:24]([C:26]2[CH:27]=[N:28][CH:29]=[CH:30][CH:31]=2)[CH3:25])[N:15]=1)[C:7](=[O:13])[O:8][C:9]([CH3:12])([CH3:10])[CH3:11], predict the reactants needed to synthesize it. The reactants are: [CH3:1][O:2][C:3]1[CH:35]=[C:34]([O:36][CH3:37])[CH:33]=[CH:32][C:4]=1[CH2:5][N:6]([C:14]1[CH:19]=[CH:18][C:17]([N+:20]([O-])=O)=[C:16]([NH:23][C@@H:24]([C:26]2[CH:27]=[N:28][CH:29]=[CH:30][CH:31]=2)[CH3:25])[N:15]=1)[C:7](=[O:13])[O:8][C:9]([CH3:12])([CH3:11])[CH3:10].[O-]S(S([O-])=O)=O.[Na+].[Na+].C([O-])(O)=O.[Na+].CO. (7) Given the product [CH:1]([O:4][C:44]1[C:52]2[C:47](=[CH:48][CH:49]=[CH:50][CH:51]=2)[NH:46][N:45]=1)([CH3:3])[CH3:2], predict the reactants needed to synthesize it. The reactants are: [CH:1]([O:4]C1C=CC=NC=1)([CH3:3])[CH3:2].B1(B2OC(C)(C)C(C)(C)O2)OC(C)(C)C(C)(C)O1.C([O-])(=O)C.[K+].C(Cl)Cl.C(=O)([O-])[O-].[K+].[K+].Br[C:44]1[C:52]2[C:47](=[CH:48][CH:49]=[CH:50][CH:51]=2)[NH:46][N:45]=1.